From a dataset of Reaction yield outcomes from USPTO patents with 853,638 reactions. Predict the reaction yield, written as a fraction of the theoretical maximum amount of product (1.0 means a 100% yield; for example, 0.34 means a 34% yield). (1) The reactants are [C:1]([O:5][C:6](=[O:27])[NH:7][C:8]([C:10]1[S:11][C:12]([S:25][CH3:26])=[C:13]([S:15]([C:18]2[CH:23]=[CH:22][CH:21]=[C:20](Br)[CH:19]=2)(=[O:17])=[O:16])[CH:14]=1)=[NH:9])([CH3:4])([CH3:3])[CH3:2].[CH3:28][O:29][C:30]1[CH:31]=[C:32]([CH3:46])[C:33](B2OC(C)(C)C(C)(C)O2)=[C:34]([NH2:36])[CH:35]=1.C([O-])([O-])=O.[Na+].[Na+]. The catalyst is C1(C)C=CC=CC=1.CCO.CCOC(C)=O.C1C=CC([P]([Pd]([P](C2C=CC=CC=2)(C2C=CC=CC=2)C2C=CC=CC=2)([P](C2C=CC=CC=2)(C2C=CC=CC=2)C2C=CC=CC=2)[P](C2C=CC=CC=2)(C2C=CC=CC=2)C2C=CC=CC=2)(C2C=CC=CC=2)C2C=CC=CC=2)=CC=1. The product is [C:1]([O:5][C:6](=[O:27])[NH:7][C:8]([C:10]1[S:11][C:12]([S:25][CH3:26])=[C:13]([S:15]([C:18]2[CH:19]=[C:20]([C:33]3[C:32]([CH3:46])=[CH:31][C:30]([O:29][CH3:28])=[CH:35][C:34]=3[NH2:36])[CH:21]=[CH:22][CH:23]=2)(=[O:17])=[O:16])[CH:14]=1)=[NH:9])([CH3:4])([CH3:3])[CH3:2]. The yield is 0.400. (2) The reactants are [OH:1][C:2]1[CH:10]=[CH:9][CH:8]=[C:7]2[C:3]=1[CH:4]=[C:5]([CH3:11])[NH:6]2.[H-].[Na+].[CH2:14](Br)[C:15]1[CH:20]=[CH:19][CH:18]=[CH:17][CH:16]=1. The catalyst is CN(C=O)C.C(OCC)(=O)C. The product is [CH2:14]([N:6]1[C:7]2[C:3](=[C:2]([O:1][CH2:4][C:3]3[CH:7]=[CH:8][CH:9]=[CH:10][CH:2]=3)[CH:10]=[CH:9][CH:8]=2)[CH:4]=[C:5]1[CH3:11])[C:15]1[CH:20]=[CH:19][CH:18]=[CH:17][CH:16]=1. The yield is 0.720. (3) The reactants are [N:1]12[CH2:8][CH2:7][C:4]([C:9]([C:17]3[CH:22]=[CH:21][CH:20]=[CH:19][CH:18]=3)([C:11]3[CH:16]=[CH:15][CH:14]=[CH:13][CH:12]=3)[OH:10])([CH2:5][CH2:6]1)[CH2:3][CH2:2]2.[F:23][C:24]1[CH:29]=[CH:28][C:27]([O:30][CH2:31][CH2:32][CH2:33][Br:34])=[CH:26][CH:25]=1. The catalyst is CC#N. The product is [Br-:34].[F:23][C:24]1[CH:29]=[CH:28][C:27]([O:30][CH2:31][CH2:32][CH2:33][N+:1]23[CH2:6][CH2:5][C:4]([C:9]([OH:10])([C:17]4[CH:22]=[CH:21][CH:20]=[CH:19][CH:18]=4)[C:11]4[CH:12]=[CH:13][CH:14]=[CH:15][CH:16]=4)([CH2:3][CH2:2]2)[CH2:7][CH2:8]3)=[CH:26][CH:25]=1. The yield is 0.437.